This data is from Catalyst prediction with 721,799 reactions and 888 catalyst types from USPTO. The task is: Predict which catalyst facilitates the given reaction. (1) The catalyst class is: 1. Product: [Cl:1][C:2]1[N:3]=[C:4]([N:22]2[CH2:27][CH2:26][O:25][CH2:24][CH2:23]2)[C:5]2[CH:10]=[C:9]([CH:11]=[O:41])[S:8][C:6]=2[N:7]=1. Reactant: [Cl:1][C:2]1[N:3]=[C:4]([N:22]2[CH2:27][CH2:26][O:25][CH2:24][CH2:23]2)[C:5]2[CH:10]=[C:9]([CH2:11]N3CCN(S(C)(=O)=O)CC3)[S:8][C:6]=2[N:7]=1.ClC1N=C(N2CC[O:41]CC2)C2C=CSC=2N=1.[Li]CCCC.CN(C=O)C. (2) The catalyst class is: 49. Product: [NH:8]1[CH2:13][CH2:12][CH:11]([O:14][C:15]2[S:16][C:17]3[CH:23]=[C:22]([CH:24]4[CH2:29][CH2:28][N:27]([C:30]([O:32][C:33]([CH3:36])([CH3:35])[CH3:34])=[O:31])[CH2:26][CH2:25]4)[CH:21]=[CH:20][C:18]=3[N:19]=2)[CH2:10][CH2:9]1. Reactant: C[Si](C)(C)CCOC([N:8]1[CH2:13][CH2:12][CH:11]([O:14][C:15]2[S:16][C:17]3[CH:23]=[C:22]([CH:24]4[CH2:29][CH2:28][N:27]([C:30]([O:32][C:33]([CH3:36])([CH3:35])[CH3:34])=[O:31])[CH2:26][CH2:25]4)[CH:21]=[CH:20][C:18]=3[N:19]=2)[CH2:10][CH2:9]1)=O.CCCC[N+](CCCC)(CCCC)CCCC.[F-].